This data is from Reaction yield outcomes from USPTO patents with 853,638 reactions. The task is: Predict the reaction yield, written as a fraction of the theoretical maximum amount of product (1.0 means a 100% yield; for example, 0.34 means a 34% yield). (1) The reactants are [CH3:1][O:2][C:3]1([O:18][CH3:19])[C:8]([NH:9][C:10](=[O:16])[O:11][C:12]([CH3:15])([CH3:14])[CH3:13])=[CH:7][C:6](=[O:17])[CH:5]=[CH:4]1.[OH:20]O.[OH-].[Na+]. The catalyst is O1CCCC1. The product is [CH3:1][O:2][C:3]1([O:18][CH3:19])[C:8]([NH:9][C:10](=[O:16])[O:11][C:12]([CH3:15])([CH3:14])[CH3:13])=[CH:7][C:6](=[O:17])[CH:5]2[CH:4]1[O:20]2. The yield is 0.560. (2) The reactants are [H-].[Na+].[F:3][C:4]1[CH:9]=[CH:8][CH:7]=[CH:6][C:5]=1[C:10]1[C:14]([CH2:15][OH:16])=[C:13]([CH3:17])[O:12][N:11]=1.Cl[C:19]1[CH:28]=[CH:27][C:22]([C:23]([O:25][CH3:26])=[O:24])=[CH:21][N:20]=1.[Cl-].[Na+]. The catalyst is C1COCC1. The product is [CH3:26][O:25][C:23](=[O:24])[C:22]1[CH:27]=[CH:28][C:19]([O:16][CH2:15][C:14]2[C:10]([C:5]3[CH:6]=[CH:7][CH:8]=[CH:9][C:4]=3[F:3])=[N:11][O:12][C:13]=2[CH3:17])=[N:20][CH:21]=1. The yield is 0.490. (3) The reactants are [CH2:1](C([Sn])=C(CCCC)CCCC)[CH2:2]CC.Br[C:17]1[CH:22]=[C:21]([O:23][CH:24]([F:26])[F:25])[CH:20]=[C:19]([Br:27])[CH:18]=1.C(C1C=C(C)C=C(C(C)(C)C)C=1O)(C)(C)C.[OH-].[Na+]. The catalyst is C1(C)C=CC=CC=1.C1C=CC([P]([Pd]([P](C2C=CC=CC=2)(C2C=CC=CC=2)C2C=CC=CC=2)([P](C2C=CC=CC=2)(C2C=CC=CC=2)C2C=CC=CC=2)[P](C2C=CC=CC=2)(C2C=CC=CC=2)C2C=CC=CC=2)(C2C=CC=CC=2)C2C=CC=CC=2)=CC=1. The product is [Br:27][C:19]1[CH:18]=[C:17]([CH:1]=[CH2:2])[CH:22]=[C:21]([O:23][CH:24]([F:26])[F:25])[CH:20]=1. The yield is 0.680. (4) The reactants are F[C:2]1[CH:3]=[CH:4][C:5]([N+:8]([O-:10])=[O:9])=[N:6][CH:7]=1.[CH2:11]1[C:14]2([CH2:19][CH2:18][NH:17][CH2:16][CH2:15]2)[CH2:13][N:12]1[C:20]([O:22][C:23]([CH3:26])([CH3:25])[CH3:24])=[O:21].C([O-])([O-])=O.[K+].[K+]. The catalyst is CS(C)=O. The product is [C:23]([O:22][C:20]([N:12]1[CH2:13][C:14]2([CH2:19][CH2:18][N:17]([C:2]3[CH:7]=[N:6][C:5]([N+:8]([O-:10])=[O:9])=[CH:4][CH:3]=3)[CH2:16][CH2:15]2)[CH2:11]1)=[O:21])([CH3:26])([CH3:24])[CH3:25]. The yield is 0.650.